Dataset: NCI-60 drug combinations with 297,098 pairs across 59 cell lines. Task: Regression. Given two drug SMILES strings and cell line genomic features, predict the synergy score measuring deviation from expected non-interaction effect. (1) Drug 1: CS(=O)(=O)C1=CC(=C(C=C1)C(=O)NC2=CC(=C(C=C2)Cl)C3=CC=CC=N3)Cl. Drug 2: C1=NC2=C(N=C(N=C2N1C3C(C(C(O3)CO)O)F)Cl)N. Cell line: HCT-15. Synergy scores: CSS=29.2, Synergy_ZIP=-1.58, Synergy_Bliss=-3.49, Synergy_Loewe=-40.2, Synergy_HSA=-2.41. (2) Drug 1: C1=C(C(=O)NC(=O)N1)N(CCCl)CCCl. Drug 2: CC1CCCC2(C(O2)CC(NC(=O)CC(C(C(=O)C(C1O)C)(C)C)O)C(=CC3=CSC(=N3)C)C)C. Cell line: A498. Synergy scores: CSS=15.6, Synergy_ZIP=-7.12, Synergy_Bliss=-0.261, Synergy_Loewe=-1.96, Synergy_HSA=-0.384. (3) Drug 1: CN(C)N=NC1=C(NC=N1)C(=O)N. Drug 2: C(CCl)NC(=O)N(CCCl)N=O. Cell line: OVCAR-4. Synergy scores: CSS=1.92, Synergy_ZIP=0.781, Synergy_Bliss=2.39, Synergy_Loewe=-0.359, Synergy_HSA=-0.0522. (4) Drug 1: CN(C)C1=NC(=NC(=N1)N(C)C)N(C)C. Drug 2: CC1=C(N=C(N=C1N)C(CC(=O)N)NCC(C(=O)N)N)C(=O)NC(C(C2=CN=CN2)OC3C(C(C(C(O3)CO)O)O)OC4C(C(C(C(O4)CO)O)OC(=O)N)O)C(=O)NC(C)C(C(C)C(=O)NC(C(C)O)C(=O)NCCC5=NC(=CS5)C6=NC(=CS6)C(=O)NCCC[S+](C)C)O. Cell line: K-562. Synergy scores: CSS=-5.43, Synergy_ZIP=4.41, Synergy_Bliss=3.44, Synergy_Loewe=-5.20, Synergy_HSA=-2.71.